Dataset: Forward reaction prediction with 1.9M reactions from USPTO patents (1976-2016). Task: Predict the product of the given reaction. Given the reactants [NH:1]1[CH2:6][CH2:5][CH:4]([C:7]([C:9]2[CH:14]=[CH:13][CH:12]=[CH:11][C:10]=2[O:15][C:16]([F:19])([F:18])[F:17])=[O:8])[CH2:3][CH2:2]1.CCN(CC)CC.Br[CH2:28][C:29]([O:31][CH2:32][CH3:33])=[O:30], predict the reaction product. The product is: [CH2:32]([O:31][C:29](=[O:30])[CH2:28][N:1]1[CH2:6][CH2:5][CH:4]([C:7](=[O:8])[C:9]2[CH:14]=[CH:13][CH:12]=[CH:11][C:10]=2[O:15][C:16]([F:17])([F:18])[F:19])[CH2:3][CH2:2]1)[CH3:33].